From a dataset of Full USPTO retrosynthesis dataset with 1.9M reactions from patents (1976-2016). Predict the reactants needed to synthesize the given product. (1) Given the product [CH3:12][N:13]1[CH:17]=[C:16]([C:2]2[CH:3]=[C:4]3[C:9](=[CH:10][N:11]=2)[NH:8][CH2:7][CH2:6][CH2:5]3)[CH:15]=[N:14]1, predict the reactants needed to synthesize it. The reactants are: Cl[C:2]1[CH:3]=[C:4]2[C:9](=[CH:10][N:11]=1)[NH:8][CH2:7][CH2:6][CH2:5]2.[CH3:12][N:13]1[CH:17]=[C:16](B2OC(C)(C)C(C)(C)O2)[CH:15]=[N:14]1.C([O-])([O-])=O.[Na+].[Na+].C1(P(C2CCCCC2)C2C=CC=CC=2C2C(C(C)C)=CC(C(C)C)=CC=2C(C)C)CCCCC1. (2) Given the product [Cl:1][C:2]1[N:7]=[C:6]([Cl:8])[N:5]=[C:4]([CH3:10])[N:3]=1, predict the reactants needed to synthesize it. The reactants are: [Cl:1][C:2]1[N:7]=[C:6]([Cl:8])[N:5]=[C:4](Cl)[N:3]=1.[CH3:10][Mg]Cl. (3) Given the product [F:1][C:2]1[CH:18]=[CH:17][C:16]([C:19]2[CH:24]=[CH:23][CH:22]=[C:21]([F:25])[CH:20]=2)=[CH:15][C:3]=1[CH2:4][NH:6][C:7]1[CH:12]=[CH:11][CH:10]=[C:9]([O:13][CH3:14])[CH:8]=1, predict the reactants needed to synthesize it. The reactants are: [F:1][C:2]1[CH:18]=[CH:17][C:16]([C:19]2[CH:24]=[CH:23][CH:22]=[C:21]([F:25])[CH:20]=2)=[CH:15][C:3]=1[C:4]([NH:6][C:7]1[CH:12]=[CH:11][CH:10]=[C:9]([O:13][CH3:14])[CH:8]=1)=O. (4) Given the product [CH2:1]([C:4]1[C:13]([O:14][CH3:25])=[C:12]([O:15][CH3:16])[CH:11]=[C:10]2[C:5]=1[C:6]([NH:17][C:18]1[CH:19]=[CH:20][C:21]([Cl:24])=[CH:22][CH:23]=1)=[N:7][CH:8]=[N:9]2)[CH:2]=[CH2:3], predict the reactants needed to synthesize it. The reactants are: [CH2:1]([C:4]1[C:13]([OH:14])=[C:12]([O:15][CH3:16])[CH:11]=[C:10]2[C:5]=1[C:6]([NH:17][C:18]1[CH:23]=[CH:22][C:21]([Cl:24])=[CH:20][CH:19]=1)=[N:7][CH:8]=[N:9]2)[CH:2]=[CH2:3].[C:25]([O-])([O-])=O.[K+].[K+].CI. (5) Given the product [Br:1][C:2]1[CH:3]=[C:4]([N:10]=[C:12]([CH3:13])[CH3:17])[C:5]([CH2:8][CH3:9])=[N:6][CH:7]=1, predict the reactants needed to synthesize it. The reactants are: [Br:1][C:2]1[CH:3]=[C:4]([NH2:10])[C:5]([CH2:8][CH3:9])=[N:6][CH:7]=1.Br[C:12]1[CH:13]=C(N)C(C)=N[CH:17]=1.CC(C(OCC)=O)C(OCC)=O.COC(C)=C.C(N(CC)CC)C.C1(C)C=CC(S([O-])(=O)=O)=CC=1.[NH+]1C=CC=CC=1.